From a dataset of Full USPTO retrosynthesis dataset with 1.9M reactions from patents (1976-2016). Predict the reactants needed to synthesize the given product. (1) Given the product [CH2:1]([O:8][C:9]1[N:14]=[C:13]([NH:15][C:16]([NH:20][OH:21])=[NH:17])[C:12]([F:18])=[CH:11][N:10]=1)[C:2]1[CH:3]=[CH:4][CH:5]=[CH:6][CH:7]=1, predict the reactants needed to synthesize it. The reactants are: [CH2:1]([O:8][C:9]1[N:14]=[C:13]([NH:15][C:16]#[N:17])[C:12]([F:18])=[CH:11][N:10]=1)[C:2]1[CH:7]=[CH:6][CH:5]=[CH:4][CH:3]=1.Cl.[NH2:20][OH:21]. (2) Given the product [CH3:8][C:4]1[CH:3]=[C:2]([C:17]([C:19]2[CH:20]=[N:21][C:22]3[C:27]([C:28]=2[C:29]2[CH:30]=[CH:31][CH:32]=[CH:33][CH:34]=2)=[CH:26][CH:25]=[CH:24][C:23]=3[C:35]([F:38])([F:37])[F:36])=[O:18])[CH:7]=[CH:6][CH:5]=1, predict the reactants needed to synthesize it. The reactants are: Br[C:2]1[CH:3]=[C:4]([CH3:8])[CH:5]=[CH:6][CH:7]=1.[Li]CCCC.CON(C)[C:17]([C:19]1[CH:20]=[N:21][C:22]2[C:27]([C:28]=1[C:29]1[CH:34]=[CH:33][CH:32]=[CH:31][CH:30]=1)=[CH:26][CH:25]=[CH:24][C:23]=2[C:35]([F:38])([F:37])[F:36])=[O:18].Cl. (3) The reactants are: [NH2:1][C:2]1[C:3]2[C:13]([O:14][CH2:15][CH2:16][CH2:17][CH2:18][CH2:19][CH2:20][NH:21]C(=O)OC(C)(C)C)=[CH:12][CH:11]=[CH:10][C:4]=2[NH:5][S:6](=[O:9])(=[O:8])[N:7]=1.[ClH:29]. Given the product [Cl-:29].[NH2:1][C:2]1[C:3]2[C:13]([O:14][CH2:15][CH2:16][CH2:17][CH2:18][CH2:19][CH2:20][NH3+:21])=[CH:12][CH:11]=[CH:10][C:4]=2[NH:5][S:6](=[O:9])(=[O:8])[N:7]=1, predict the reactants needed to synthesize it. (4) Given the product [F:46][C:42]1[CH:43]=[CH:44][CH:45]=[C:2]([F:1])[C:3]=1[CH2:4][N:5]1[C:10]2[S:11][C:12]([C:21]3[CH:22]=[CH:23][C:24]([NH:27][C:28]([NH:30][O:31][CH3:32])=[O:29])=[CH:25][CH:26]=3)=[C:13]([CH2:14][N:15]([CH2:17][CH2:18][O:19][CH3:20])[CH3:16])[C:9]=2[C:8](=[O:33])[N:7]([CH2:34][CH:35]([OH:40])[C:36]([CH3:37])([CH3:38])[CH3:39])[C:6]1=[O:41], predict the reactants needed to synthesize it. The reactants are: [F:1][C:2]1[CH:45]=[CH:44][CH:43]=[C:42]([F:46])[C:3]=1[CH2:4][N:5]1[C:10]2[S:11][C:12]([C:21]3[CH:26]=[CH:25][C:24]([NH:27][C:28]([NH:30][O:31][CH3:32])=[O:29])=[CH:23][CH:22]=3)=[C:13]([CH2:14][N:15]([CH2:17][CH2:18][O:19][CH3:20])[CH3:16])[C:9]=2[C:8](=[O:33])[N:7]([CH2:34][C:35](=[O:40])[C:36]([CH3:39])([CH3:38])[CH3:37])[C:6]1=[O:41].[BH4-].[Na+].